This data is from NCI-60 drug combinations with 297,098 pairs across 59 cell lines. The task is: Regression. Given two drug SMILES strings and cell line genomic features, predict the synergy score measuring deviation from expected non-interaction effect. (1) Drug 1: CC1OCC2C(O1)C(C(C(O2)OC3C4COC(=O)C4C(C5=CC6=C(C=C35)OCO6)C7=CC(=C(C(=C7)OC)O)OC)O)O. Drug 2: C1C(C(OC1N2C=NC(=NC2=O)N)CO)O. Cell line: TK-10. Synergy scores: CSS=26.1, Synergy_ZIP=-3.82, Synergy_Bliss=-0.546, Synergy_Loewe=-0.133, Synergy_HSA=1.51. (2) Drug 1: CNC(=O)C1=CC=CC=C1SC2=CC3=C(C=C2)C(=NN3)C=CC4=CC=CC=N4. Drug 2: C1=CC(=CC=C1CCCC(=O)O)N(CCCl)CCCl. Cell line: RPMI-8226. Synergy scores: CSS=57.4, Synergy_ZIP=6.23, Synergy_Bliss=3.21, Synergy_Loewe=-0.837, Synergy_HSA=-0.329. (3) Drug 1: C1C(C(OC1N2C=C(C(=O)NC2=O)F)CO)O. Drug 2: C(CN)CNCCSP(=O)(O)O. Cell line: A549. Synergy scores: CSS=54.1, Synergy_ZIP=7.91, Synergy_Bliss=7.22, Synergy_Loewe=-62.8, Synergy_HSA=6.87. (4) Drug 1: CC12CCC3C(C1CCC2=O)CC(=C)C4=CC(=O)C=CC34C. Drug 2: CN(C)N=NC1=C(NC=N1)C(=O)N. Cell line: SR. Synergy scores: CSS=56.2, Synergy_ZIP=-0.323, Synergy_Bliss=3.04, Synergy_Loewe=-17.5, Synergy_HSA=3.13. (5) Drug 1: CC1=C2C(C(=O)C3(C(CC4C(C3C(C(C2(C)C)(CC1OC(=O)C(C(C5=CC=CC=C5)NC(=O)C6=CC=CC=C6)O)O)OC(=O)C7=CC=CC=C7)(CO4)OC(=O)C)O)C)OC(=O)C. Drug 2: CC1=C2C(C(=O)C3(C(CC4C(C3C(C(C2(C)C)(CC1OC(=O)C(C(C5=CC=CC=C5)NC(=O)OC(C)(C)C)O)O)OC(=O)C6=CC=CC=C6)(CO4)OC(=O)C)O)C)O. Cell line: OVCAR-4. Synergy scores: CSS=8.93, Synergy_ZIP=0.671, Synergy_Bliss=1.51, Synergy_Loewe=-4.44, Synergy_HSA=0.581.